This data is from Forward reaction prediction with 1.9M reactions from USPTO patents (1976-2016). The task is: Predict the product of the given reaction. (1) Given the reactants [F:1][C:2]1[CH:10]=[C:9]2[C:5]([C:6]([C:11]3[CH:12]=[C:13]([C:20]([OH:22])=O)[C:14](=[CH:18][CH:19]=3)[C:15](O)=[O:16])=[CH:7][NH:8]2)=[CH:4][CH:3]=1.[NH:23]1C=CN=C1.NC(N)=O, predict the reaction product. The product is: [F:1][C:2]1[CH:10]=[C:9]2[C:5]([C:6]([C:11]3[CH:12]=[C:13]4[C:14](=[CH:18][CH:19]=3)[C:15](=[O:16])[NH:23][C:20]4=[O:22])=[CH:7][NH:8]2)=[CH:4][CH:3]=1. (2) Given the reactants [CH3:1][O:2][C:3]1[CH:4]=[C:5]2[C:10](=[CH:11][CH:12]=1)[CH:9]=[C:8]([C:13]1[O:14][C:15]3[CH:21]=[CH:20][CH:19]=[CH:18][C:16]=3[CH:17]=1)[CH:7]=[CH:6]2.[C:22]([CH2:26][C:27](Cl)=[O:28])([CH3:25])([CH3:24])[CH3:23].[Sn](Cl)(Cl)(Cl)Cl, predict the reaction product. The product is: [CH3:1][O:2][C:3]1[CH:4]=[C:5]2[C:10](=[CH:11][CH:12]=1)[CH:9]=[C:8]([C:13]1[O:14][C:15]3[CH:21]=[CH:20][CH:19]=[CH:18][C:16]=3[C:17]=1[C:27](=[O:28])[CH2:26][C:22]([CH3:25])([CH3:24])[CH3:23])[CH:7]=[CH:6]2. (3) Given the reactants C(O[BH-](OC(=O)C)OC(=O)C)(=O)C.[Na+].[C:15]([C:19]1[CH:20]=[C:21]([C:28]2[CH:29]=[N:30][C:31]([C:34]([F:37])([F:36])[F:35])=[CH:32][CH:33]=2)[C:22]([OH:27])=[C:23]([CH:26]=1)[CH:24]=O)([CH3:18])([CH3:17])[CH3:16].[CH3:38][N:39]1[CH2:44][CH2:43][NH:42][CH2:41][CH2:40]1.C(O)C.[ClH:48], predict the reaction product. The product is: [ClH:48].[ClH:48].[C:15]([C:19]1[CH:20]=[C:21]([C:28]2[CH:29]=[N:30][C:31]([C:34]([F:36])([F:37])[F:35])=[CH:32][CH:33]=2)[C:22]([OH:27])=[C:23]([CH2:24][N:42]2[CH2:43][CH2:44][N:39]([CH3:38])[CH2:40][CH2:41]2)[CH:26]=1)([CH3:16])([CH3:18])[CH3:17]. (4) The product is: [ClH:35].[N:19]1([C:17]([C:14]2[CH:15]=[C:16]3[C:11](=[CH:12][CH:13]=2)[NH:10][C:9]2[C:32]4[NH:1][N:2]=[CH:3][C:4]=4[CH2:5][CH2:6][CH2:7][C:8]3=2)=[O:18])[CH2:24][CH2:23][NH:22][CH2:21][CH2:20]1. Given the reactants [NH:1]1[C:32]2[C:9]3[NH:10][C:11]4[C:16]([C:8]=3[CH2:7][CH2:6][CH2:5][C:4]=2[CH:3]=[N:2]1)=[CH:15][C:14]([C:17]([N:19]1[CH2:24][CH2:23][N:22](C(OC(C)(C)C)=O)[CH2:21][CH2:20]1)=[O:18])=[CH:13][CH:12]=4.CO.[ClH:35], predict the reaction product. (5) Given the reactants [CH3:1][O:2][CH2:3][CH2:4][O:5][C:6]1[CH:7]=[C:8]([C:19]([OH:21])=O)[CH:9]=[C:10]([C:12]2[CH:17]=[CH:16][C:15]([CH3:18])=[CH:14][CH:13]=2)[CH:11]=1.[CH3:22][C:23]1[N:28]=[CH:27][C:26]([CH2:29][NH2:30])=[CH:25][CH:24]=1.F[P-](F)(F)(F)(F)F.C[N+](C)=C(N(C)C)ON1C2N=CC=CC=2N=N1.C(N(CC)C(C)C)(C)C, predict the reaction product. The product is: [CH3:1][O:2][CH2:3][CH2:4][O:5][C:6]1[CH:7]=[C:8]([C:19]([NH:30][CH2:29][C:26]2[CH:27]=[N:28][C:23]([CH3:22])=[CH:24][CH:25]=2)=[O:21])[CH:9]=[C:10]([C:12]2[CH:13]=[CH:14][C:15]([CH3:18])=[CH:16][CH:17]=2)[CH:11]=1. (6) The product is: [CH3:1][O:2][C:3]1[CH:4]=[C:5]2[C:10](=[CH:11][C:12]=1[O:13][CH3:14])[N:9]([CH2:23][CH2:24][N:25]1[CH2:30][CH2:29][CH:28]([NH:31][C:32](=[O:33])[O:34][C:35]([CH3:38])([CH3:37])[CH3:36])[CH2:27][CH2:26]1)[C:8](=[O:15])[CH:7]=[N:6]2. Given the reactants [CH3:1][O:2][C:3]1[CH:4]=[C:5]2[C:10](=[CH:11][C:12]=1[O:13][CH3:14])[NH:9][C:8](=[O:15])[CH:7]=[N:6]2.[H-].[Na+].CS(O[CH2:23][CH2:24][N:25]1[CH2:30][CH2:29][CH:28]([NH:31][C:32]([O:34][C:35]([CH3:38])([CH3:37])[CH3:36])=[O:33])[CH2:27][CH2:26]1)(=O)=O.COC1C=C2C(C=CC(=O)N2CCN2CCC(NC(=O)OC(C)(C)C)CC2)=CC=1, predict the reaction product. (7) Given the reactants [CH3:1][C:2]1[O:6][C:5]([C:7]2[CH:12]=[CH:11][C:10]([NH2:13])=[CH:9][CH:8]=2)=[N:4][C:3]=1[C:14]1[CH:19]=[CH:18][CH:17]=[CH:16][CH:15]=1.N1C=CC=CC=1.[Cl:26][C:27]1[CH:35]=[C:34]([Cl:36])[CH:33]=[CH:32][C:28]=1[C:29](Cl)=[O:30], predict the reaction product. The product is: [Cl:26][C:27]1[CH:35]=[C:34]([Cl:36])[CH:33]=[CH:32][C:28]=1[C:29]([NH:13][C:10]1[CH:9]=[CH:8][C:7]([C:5]2[O:6][C:2]([CH3:1])=[C:3]([C:14]3[CH:15]=[CH:16][CH:17]=[CH:18][CH:19]=3)[N:4]=2)=[CH:12][CH:11]=1)=[O:30]. (8) Given the reactants [CH:1]1[C:11]2[C:10]3=[CH:12][C:13]4[CH:14]=[CH:15][C:16]([C:19]([O:21]C)=[O:20])=[CH:17][C:18]=4[N:9]3[CH2:8][CH:7]=[CH:6][C:5]=2[CH:4]=[CH:3][CH:2]=1.CS(N1CCNCC1)(=O)=O.C(N(CC)CC)C.CN(C(ON1N=NC2C=CC=NC1=2)=[N+](C)C)C.F[P-](F)(F)(F)(F)F, predict the reaction product. The product is: [CH:1]1[C:11]2[C:10]3=[CH:12][C:13]4[CH:14]=[CH:15][C:16]([C:19]([OH:21])=[O:20])=[CH:17][C:18]=4[N:9]3[CH2:8][CH:7]=[CH:6][C:5]=2[CH:4]=[CH:3][CH:2]=1.[CH:1]1[C:11]2[C:10]3=[CH:12][C:13]4[CH:14]=[CH:15][C:16]([C:19]([OH:21])=[O:20])=[CH:17][C:18]=4[N:9]3[CH:8]=[CH:7][CH2:6][C:5]=2[CH:4]=[CH:3][CH:2]=1.